This data is from Cav3 T-type calcium channel HTS with 100,875 compounds. The task is: Binary Classification. Given a drug SMILES string, predict its activity (active/inactive) in a high-throughput screening assay against a specified biological target. The compound is O(c1c(NC(=O)Nc2cc3nnn(c3cc2)C)cccc1)C. The result is 0 (inactive).